This data is from Full USPTO retrosynthesis dataset with 1.9M reactions from patents (1976-2016). The task is: Predict the reactants needed to synthesize the given product. (1) Given the product [CH3:1][C:2]1[S:6][C:5]([CH2:7][NH:8][C:15]2[CH:16]=[N:17][CH:18]=[CH:10][C:11]=2[C:12]([OH:14])=[O:13])=[CH:4][CH:3]=1, predict the reactants needed to synthesize it. The reactants are: [CH3:1][C:2]1[S:6][C:5]([CH2:7][NH2:8])=[CH:4][CH:3]=1.F[C:10]1[CH:18]=[N:17][CH:16]=[CH:15][C:11]=1[C:12]([OH:14])=[O:13]. (2) Given the product [NH2:22][C:19]1[CH:18]=[CH:17][C:16]([NH:15][C:11]2[CH:10]=[C:9]([NH:8][C:6]([N:1]3[CH2:5][CH2:4][CH2:3][CH2:2]3)=[O:7])[N:14]=[CH:13][N:12]=2)=[CH:21][CH:20]=1, predict the reactants needed to synthesize it. The reactants are: [N:1]1([C:6]([NH:8][C:9]2[N:14]=[CH:13][N:12]=[C:11]([NH:15][C:16]3[CH:21]=[CH:20][C:19]([NH:22]C(=O)OCC4C=CC=CC=4)=[CH:18][CH:17]=3)[CH:10]=2)=[O:7])[CH2:5][CH2:4][CH2:3][CH2:2]1.[H][H].CCCCCC.C(OCC)(=O)C.